Dataset: Reaction yield outcomes from USPTO patents with 853,638 reactions. Task: Predict the reaction yield, written as a fraction of the theoretical maximum amount of product (1.0 means a 100% yield; for example, 0.34 means a 34% yield). (1) The reactants are [CH3:1][C:2]1[CH:7]=[CH:6][N:5]=[C:4]([S:8][CH3:9])[N:3]=1.[Br:10]Br. The catalyst is C(O)(=O)C. The product is [Br:10][CH2:1][C:2]1[CH:7]=[CH:6][N:5]=[C:4]([S:8][CH3:9])[N:3]=1. The yield is 0.550. (2) The reactants are [O:1]=[C:2]1[C@@H:6]([O:7][C:8](=[O:12])[CH:9]([CH3:11])[CH3:10])[C@H:5]([O:13][C:14](=[O:18])[CH:15]([CH3:17])[CH3:16])[C:4](=O)[O:3]1.[NH2:20][OH:21]. The catalyst is C(OCC)(=O)C. The product is [OH:21][N:20]1[C:2](=[O:1])[C@H:6]([O:7][C:8](=[O:12])[CH:9]([CH3:11])[CH3:10])[C@@H:5]([O:13][C:14](=[O:18])[CH:15]([CH3:17])[CH3:16])[C:4]1=[O:3]. The yield is 1.00. (3) The reactants are [F:1][C:2]1[CH:3]=[C:4]([C:9]2[N:13]=[CH:12][O:11][N:10]=2)[CH:5]=[CH:6][C:7]=1[CH3:8].[Br:14]N1C(=O)CCC1=O.C(N(C(C)C)CC)(C)C.P([O-])(OCC)OCC. The catalyst is C(#N)C.N(C(C)(C)C#N)=NC(C)(C)C#N.O. The product is [Br:14][CH2:8][C:7]1[CH:6]=[CH:5][C:4]([C:9]2[N:13]=[CH:12][O:11][N:10]=2)=[CH:3][C:2]=1[F:1]. The yield is 0.920. (4) The reactants are [CH:1]([C:4]1[N:5]=[C:6]([C:9]2[CH:18]=[C:17]([O:19][CH:20]3[CH2:38][CH:37]4[N:22]([C:23](=[O:52])[N:24]([CH2:43][C:44]5[CH:49]=[CH:48][C:47]([O:50][CH3:51])=[CH:46][CH:45]=5)[CH2:25][CH2:26][CH2:27][CH2:28][CH2:29][CH:30]=[CH:31][CH:32]5[C:34]([C:40]([OH:42])=O)([NH:35][C:36]4=[O:39])[CH2:33]5)[CH2:21]3)[C:16]3[C:11](=[C:12]([CH3:55])[C:13]([O:53][CH3:54])=[CH:14][CH:15]=3)[N:10]=2)[S:7][CH:8]=1)([CH3:3])[CH3:2].C(Cl)CCl.O1CCNC1=O.C1(C[S:70]([NH2:73])(=[O:72])=[O:71])CC1.[CH2:74]1[CH2:84][CH2:83]N2C(=NCCC2)C[CH2:75]1. The catalyst is ClCCl. The product is [CH:1]([C:4]1[N:5]=[C:6]([C:9]2[CH:18]=[C:17]([O:19][CH:20]3[CH2:38][CH:37]4[N:22]([C:23](=[O:52])[N:24]([CH2:43][C:44]5[CH:49]=[CH:48][C:47]([O:50][CH3:51])=[CH:46][CH:45]=5)[CH2:25][CH2:26][CH2:27][CH2:28][CH2:29][CH:30]=[CH:31][CH:32]5[C:34]([C:40]([NH:73][S:70]([C:74]6([CH3:75])[CH2:83][CH2:84]6)(=[O:72])=[O:71])=[O:42])([NH:35][C:36]4=[O:39])[CH2:33]5)[CH2:21]3)[C:16]3[C:11](=[C:12]([CH3:55])[C:13]([O:53][CH3:54])=[CH:14][CH:15]=3)[N:10]=2)[S:7][CH:8]=1)([CH3:2])[CH3:3]. The yield is 0.440.